From a dataset of NCI-60 drug combinations with 297,098 pairs across 59 cell lines. Regression. Given two drug SMILES strings and cell line genomic features, predict the synergy score measuring deviation from expected non-interaction effect. Drug 1: C1=C(C(=O)NC(=O)N1)N(CCCl)CCCl. Drug 2: C1CC(C1)(C(=O)O)C(=O)O.[NH2-].[NH2-].[Pt+2]. Cell line: OVCAR-4. Synergy scores: CSS=25.3, Synergy_ZIP=-4.84, Synergy_Bliss=1.64, Synergy_Loewe=2.06, Synergy_HSA=1.35.